This data is from Forward reaction prediction with 1.9M reactions from USPTO patents (1976-2016). The task is: Predict the product of the given reaction. (1) The product is: [CH3:8][O:9][C:10]([CH:12]1[CH2:17][CH:16]2[C:15]([Br:22])=[CH:14][CH:13]1[C:19](=[O:20])[CH2:27][C:18]2=[O:21])=[O:11]. Given the reactants C[Si](C=[N+]=[N-])(C)C.[CH3:8][O:9][C:10]([CH:12]1[CH2:17][CH:16]2[C:18](=[O:21])[C:19](=[O:20])[CH:13]1[CH:14]=[C:15]2[Br:22])=[O:11].B(F)(F)F.[CH3:27]COCC, predict the reaction product. (2) Given the reactants [C:1]([O:5][C:6]([NH:8][C@H:9]1[CH2:14][CH2:13][C@H:12]([O:15][CH2:16][C:17]([OH:19])=O)[CH2:11][CH2:10]1)=[O:7])([CH3:4])([CH3:3])[CH3:2].C([N:22](CC)CC)C.ClC(OCC)=O.[OH-].[NH4+], predict the reaction product. The product is: [C:1]([O:5][C:6](=[O:7])[NH:8][C@H:9]1[CH2:14][CH2:13][C@H:12]([O:15][CH2:16][C:17](=[O:19])[NH2:22])[CH2:11][CH2:10]1)([CH3:4])([CH3:3])[CH3:2].